From a dataset of Peptide-MHC class I binding affinity with 185,985 pairs from IEDB/IMGT. Regression. Given a peptide amino acid sequence and an MHC pseudo amino acid sequence, predict their binding affinity value. This is MHC class I binding data. (1) The peptide sequence is IIYYQLAGY. The MHC is HLA-A69:01 with pseudo-sequence HLA-A69:01. The binding affinity (normalized) is 0.0847. (2) The peptide sequence is IGKMNKHYK. The MHC is HLA-A02:11 with pseudo-sequence HLA-A02:11. The binding affinity (normalized) is 0.0847.